This data is from Forward reaction prediction with 1.9M reactions from USPTO patents (1976-2016). The task is: Predict the product of the given reaction. (1) Given the reactants [CH2:1]([O:3][C:4]1[CH:9]=[CH:8][C:7]([CH2:10][O:11][C:12]2[NH:16][N:15]=[C:14]([NH2:17])[CH:13]=2)=[CH:6][C:5]=1[O:18][CH3:19])[CH3:2].Cl[C:21]1[CH:26]=[CH:25][N:24]=[C:23]([NH:27][CH2:28][C:29]2[O:33][N:32]=[C:31]([CH3:34])[CH:30]=2)[N:22]=1, predict the reaction product. The product is: [CH2:1]([O:3][C:4]1[CH:9]=[CH:8][C:7]([CH2:10][O:11][C:12]2[NH:16][N:15]=[C:14]([NH:17][C:21]3[CH:26]=[CH:25][N:24]=[C:23]([NH:27][CH2:28][C:29]4[O:33][N:32]=[C:31]([CH3:34])[CH:30]=4)[N:22]=3)[CH:13]=2)=[CH:6][C:5]=1[O:18][CH3:19])[CH3:2]. (2) Given the reactants [CH2:1]=[O:2].[OH-].[Na+].[C:5]([O:8][CH2:9][C@@H:10]([C@H:15]([C@@H:20]([C@@H:25]([CH2:30][O:31][C:32](=[O:34])[NH2:33])[O:26][C:27](=[O:29])[NH2:28])[O:21][C:22](=[O:24])[NH2:23])[O:16][C:17](=[O:19])[NH2:18])[O:11][C:12](=[O:14])[NH2:13])(=[O:7])[NH2:6], predict the reaction product. The product is: [C:32]([O:31][CH2:30][C@@H:25]([C@H:20]([C@@H:15]([C@@H:10]([CH2:9][O:8][C:5](=[O:7])[NH2:6])[O:11][C:12](=[O:14])[NH2:13])[O:16][C:17](=[O:19])[NH2:18])[O:21][C:22](=[O:24])[NH2:23])[O:26][C:27](=[O:29])[NH2:28])(=[O:34])[NH2:33].[CH2:1]=[O:2]. (3) Given the reactants CCOC(/N=N/C(OCC)=O)=O.[Cl:13][C:14]1[CH:19]=[CH:18][C:17]([C:20]2[O:28][C:27]3[CH:26]=[CH:25][N:24]([C:29]4[CH:34]=[CH:33][C:32]([OH:35])=[C:31]([O:36][CH3:37])[CH:30]=4)[C:23](=[O:38])[C:22]=3[CH:21]=2)=[CH:16][CH:15]=1.C1(P(C2C=CC=CC=2)C2C=CC=CC=2)C=CC=CC=1.[CH2:58]([C:60]1([CH2:64]O)[CH2:63][O:62][CH2:61]1)[CH3:59], predict the reaction product. The product is: [Cl:13][C:14]1[CH:15]=[CH:16][C:17]([C:20]2[O:28][C:27]3[CH:26]=[CH:25][N:24]([C:29]4[CH:34]=[CH:33][C:32]([O:35][CH2:64][C:60]5([CH2:58][CH3:59])[CH2:63][O:62][CH2:61]5)=[C:31]([O:36][CH3:37])[CH:30]=4)[C:23](=[O:38])[C:22]=3[CH:21]=2)=[CH:18][CH:19]=1. (4) Given the reactants [Cl:1][C:2]1[CH:3]=[C:4]([F:39])[C:5]2[N:11]3[CH:12]=[CH:13][CH:14]=[C:10]3[C@@H:9]([CH2:15][CH2:16][N:17]3[N:21]=[N:20][C:19]([CH2:22][C:23]([O:25]CC)=[O:24])=[N:18]3)[O:8][C@H:7]([C:28]3[CH:33]=[CH:32][CH:31]=[C:30]([O:34][CH3:35])[C:29]=3[O:36][CH3:37])[C:6]=2[CH:38]=1.C(=O)([O-])[O-].[K+].[K+], predict the reaction product. The product is: [Cl:1][C:2]1[CH:3]=[C:4]([F:39])[C:5]2[N:11]3[CH:12]=[CH:13][CH:14]=[C:10]3[C@@H:9]([CH2:15][CH2:16][N:17]3[N:21]=[N:20][C:19]([CH2:22][C:23]([OH:25])=[O:24])=[N:18]3)[O:8][C@H:7]([C:28]3[CH:33]=[CH:32][CH:31]=[C:30]([O:34][CH3:35])[C:29]=3[O:36][CH3:37])[C:6]=2[CH:38]=1.